This data is from Reaction yield outcomes from USPTO patents with 853,638 reactions. The task is: Predict the reaction yield, written as a fraction of the theoretical maximum amount of product (1.0 means a 100% yield; for example, 0.34 means a 34% yield). (1) The reactants are [S:1]1[C:5]2=[CH:6][N:7]=[C:8]([C:10]([OH:12])=O)[CH:9]=[C:4]2[CH:3]=[CH:2]1.[NH:13]1[CH:17]=[CH:16][N:15]=[C:14]1[NH:18][C:19]([C:21]1[C:29]2[NH:28][C:27]([NH2:30])=[N:26][C:25]=2[CH:24]=[CH:23][CH:22]=1)=[O:20].CN(C(ON1N=NC2C=CC=CC1=2)=[N+](C)C)C.F[P-](F)(F)(F)(F)F.CCN(C(C)C)C(C)C. The catalyst is CN(C=O)C. The product is [NH:15]1[CH:16]=[CH:17][N:13]=[C:14]1[NH:18][C:19]([C:21]1[C:29]2[N:28]=[C:27]([NH:30][C:10]([C:8]3[CH:9]=[C:4]4[CH:3]=[CH:2][S:1][C:5]4=[CH:6][N:7]=3)=[O:12])[NH:26][C:25]=2[CH:24]=[CH:23][CH:22]=1)=[O:20]. The yield is 0.0300. (2) The reactants are Br[CH2:2][C:3]([O:5][CH2:6][CH3:7])=[O:4].[CH3:8][O:9][C:10]1[CH:16]=[CH:15][C:13]([NH2:14])=[CH:12][CH:11]=1.CCN([CH:23]([CH3:25])C)C(C)C. The catalyst is CC#N. The product is [CH3:8][O:9][C:10]1[CH:16]=[CH:15][C:13]([N:14]([CH2:2][C:3]([O:5][CH2:23][CH3:25])=[O:4])[CH2:2][C:3]([O:5][CH2:6][CH3:7])=[O:4])=[CH:12][CH:11]=1. The yield is 1.00.